Dataset: Full USPTO retrosynthesis dataset with 1.9M reactions from patents (1976-2016). Task: Predict the reactants needed to synthesize the given product. (1) Given the product [F:10][C:4]1[CH:3]=[C:2](/[CH:13]=[CH:12]/[C:11]([O:15][CH2:16][CH3:17])=[O:14])[CH:7]=[C:6]([O:8][CH3:9])[CH:5]=1, predict the reactants needed to synthesize it. The reactants are: Br[C:2]1[CH:7]=[C:6]([O:8][CH3:9])[CH:5]=[C:4]([F:10])[CH:3]=1.[C:11]([O:15][CH2:16][CH3:17])(=[O:14])[CH:12]=[CH2:13]. (2) The reactants are: [C:1]([O:5][C:6]([N:8]1[CH2:12][CH2:11][CH:10]([O:13]C2C=CC=CC=2N)[CH2:9]1)=[O:7])([CH3:4])([CH3:3])[CH3:2].[H-].[Na+].F[C:24]1[CH:25]=[C:26]([CH:30]=[CH:31][C:32]=1[N+:33]([O-:35])=[O:34])[C:27]([NH2:29])=[O:28]. Given the product [C:1]([O:5][C:6]([N:8]1[CH2:12][CH2:11][CH:10]([O:13][C:24]2[CH:25]=[C:26]([C:27](=[O:28])[NH2:29])[CH:30]=[CH:31][C:32]=2[N+:33]([O-:35])=[O:34])[CH2:9]1)=[O:7])([CH3:4])([CH3:2])[CH3:3], predict the reactants needed to synthesize it. (3) Given the product [NH2:28][C:23]1[N:22]=[C:21]([C:6]2[C:5]([CH3:29])=[C:4]([CH:1]3[CH2:3][CH2:2]3)[N:8]([CH2:9][C:10]3[C:11]([F:20])=[CH:12][C:13]([O:17][CH2:18][CH3:19])=[CH:14][C:15]=3[F:16])[N:7]=2)[N:26]=[C:25]([NH:27][C:31]([NH:30][CH2:33][CH3:34])=[O:32])[CH:24]=1, predict the reactants needed to synthesize it. The reactants are: [CH:1]1([C:4]2[N:8]([CH2:9][C:10]3[C:15]([F:16])=[CH:14][C:13]([O:17][CH2:18][CH3:19])=[CH:12][C:11]=3[F:20])[N:7]=[C:6]([C:21]3[N:26]=[C:25]([NH2:27])[CH:24]=[C:23]([NH2:28])[N:22]=3)[C:5]=2[CH3:29])[CH2:3][CH2:2]1.[N:30]([CH2:33][CH3:34])=[C:31]=[O:32]. (4) Given the product [O:29]=[C:23]1[CH:22]([N:15]2[CH2:14][C:13]3[C:17](=[CH:18][CH:19]=[CH:20][C:12]=3[CH2:11][N:10]([CH3:9])[C:37]([NH:36][C:30]3[CH:35]=[CH:34][CH:33]=[CH:32][CH:31]=3)=[O:38])[C:16]2=[O:21])[CH2:27][CH2:26][C:25](=[O:28])[NH:24]1, predict the reactants needed to synthesize it. The reactants are: C(N(CC)CC)C.Cl.[CH3:9][NH:10][CH2:11][C:12]1[CH:20]=[CH:19][CH:18]=[C:17]2[C:13]=1[CH2:14][N:15]([CH:22]1[CH2:27][CH2:26][C:25](=[O:28])[NH:24][C:23]1=[O:29])[C:16]2=[O:21].[C:30]1([N:36]=[C:37]=[O:38])[CH:35]=[CH:34][CH:33]=[CH:32][CH:31]=1. (5) Given the product [F:1][C:2]1[CH:7]=[CH:6][CH:5]=[CH:4][C:3]=1[CH:8]=[CH:9][C:10]1[N:11]=[C:12]([C:24]#[N:25])[CH:13]=[CH:14][CH:15]=1, predict the reactants needed to synthesize it. The reactants are: [F:1][C:2]1[CH:7]=[CH:6][CH:5]=[CH:4][C:3]=1[CH:8]=[CH:9][C:10]1[CH:15]=[CH:14][CH:13]=[CH:12][N+:11]=1[O-].COS(OC)(=O)=O.[C-:24]#[N:25].[Na+]. (6) The reactants are: Br[C:2]1[CH:3]=[CH:4][C:5]([N+:8]([O-])=O)=[N:6][CH:7]=1.[NH:11]1[CH2:16][CH2:15][O:14][CH2:13][CH2:12]1.C(=O)([O-])[O-].[K+].[K+]. Given the product [N:11]1([C:2]2[CH:3]=[CH:4][C:5]([NH2:8])=[N:6][CH:7]=2)[CH2:16][CH2:15][O:14][CH2:13][CH2:12]1.[NH:11]1[CH2:16][CH2:15][O:14][CH2:13][CH2:12]1, predict the reactants needed to synthesize it.